Dataset: Reaction yield outcomes from USPTO patents with 853,638 reactions. Task: Predict the reaction yield, written as a fraction of the theoretical maximum amount of product (1.0 means a 100% yield; for example, 0.34 means a 34% yield). (1) The reactants are [OH:1][C:2]1[C:7](=[O:8])[CH:6]=[CH:5][O:4][C:3]=1[CH3:9].C(Cl)C1C=CC=CC=1.[OH-].[Na+].[NH2:20][CH2:21][CH2:22][CH2:23][NH2:24]. The catalyst is C(O)C.CO.O. The product is [CH3:9][C:3]1[N:20]([CH2:21][CH2:22][CH2:23][NH2:24])[CH:5]=[CH:6][C:7](=[O:8])[C:2]=1[OH:1].[CH3:2][CH2:3][O:4][CH2:5][CH3:6]. The yield is 0.940. (2) The reactants are [CH2:1]([C:3]1[CH:4]=[C:5]([C:12]2[O:16][C:15]([CH:17]=[O:18])=[CH:14][CH:13]=2)[C:6]([CH3:11])=[N:7][C:8]=1[O:9]C)[CH3:2].[I-].[K+].Cl[Si](C)(C)C. The catalyst is C(#N)C. The product is [CH2:1]([C:3]1[C:8](=[O:9])[NH:7][C:6]([CH3:11])=[C:5]([C:12]2[O:16][C:15]([CH:17]=[O:18])=[CH:14][CH:13]=2)[CH:4]=1)[CH3:2]. The yield is 0.610. (3) The product is [C:23]([O:26][C:27](=[O:28])[NH:2][CH2:3][C:4]12[CH2:5][CH:6]3[CH2:12][CH:10]([CH2:9][CH:8]([CH:7]3[OH:14])[CH2:13]1)[CH2:11]2)([CH3:25])([CH3:24])[CH3:22]. The catalyst is ClCCl. The yield is 0.900. The reactants are Cl.[NH2:2][CH2:3][C:4]12[CH2:13][CH:8]3[CH2:9][CH:10]([CH2:12][CH:6]([CH:7]3[OH:14])[CH2:5]1)[CH2:11]2.C(N(CC)CC)C.[CH3:22][C:23]([O:26][C:27](O[C:27]([O:26][C:23]([CH3:25])([CH3:24])[CH3:22])=[O:28])=[O:28])([CH3:25])[CH3:24]. (4) The reactants are [NH:1]1[CH2:6][CH2:5][O:4][CH2:3][CH2:2]1.[H-].[Na+].[C:9]1([C:29]2[CH:34]=[CH:33][CH:32]=[CH:31][CH:30]=2)[CH:14]=[CH:13][C:12]([C:15]2[N:19]([C:20]3[CH:25]=[CH:24][CH:23]=[CH:22][C:21]=3[F:26])[C:18]([CH2:27]Cl)=[N:17][N:16]=2)=[CH:11][CH:10]=1. The catalyst is CN(C)C=O. The product is [C:9]1([C:29]2[CH:30]=[CH:31][CH:32]=[CH:33][CH:34]=2)[CH:14]=[CH:13][C:12]([C:15]2[N:19]([C:20]3[CH:25]=[CH:24][CH:23]=[CH:22][C:21]=3[F:26])[C:18]([CH2:27][N:1]3[CH2:6][CH2:5][O:4][CH2:3][CH2:2]3)=[N:17][N:16]=2)=[CH:11][CH:10]=1. The yield is 0.740. (5) The reactants are CS[C:3]1[NH:4][CH2:5][CH2:6][C:7]2([C:16]3[C:11](=[CH:12][CH:13]=[CH:14][CH:15]=3)[CH2:10][CH2:9]2)[N:8]=1.[NH2:17][N:18]1[C:22]([C:23](O)=[O:24])=[CH:21][N:20]=[C:19]1[CH:26]1[CH2:31][CH2:30][O:29][CH2:28][CH2:27]1.CN(C(ON1N=NC2C=CC=NC1=2)=[N+](C)C)C.F[P-](F)(F)(F)(F)F.CCN(C(C)C)C(C)C. The catalyst is CN(C=O)C. The product is [O:29]1[CH2:30][CH2:31][CH:26]([C:19]2[N:18]3[C:22]([C:23](=[O:24])[N:4]4[CH2:5][CH2:6][C:7]5([C:16]6[C:11](=[CH:12][CH:13]=[CH:14][CH:15]=6)[CH2:10][CH2:9]5)[NH:8][C:3]4=[N:17]3)=[CH:21][N:20]=2)[CH2:27][CH2:28]1. The yield is 0.0400. (6) The reactants are [CH2:1]([O:5][CH2:6][C:7]1[CH:12]=[CH:11][C:10]([CH2:13][C:14](Cl)=[N:15][OH:16])=[CH:9][CH:8]=1)[CH2:2][CH2:3][CH3:4].[C:18]([C:20]1[C:21]([NH2:26])=[N:22][CH:23]=[CH:24][CH:25]=1)#[CH:19].C(N(CC)CC)C. The catalyst is O1CCCC1. The product is [CH2:1]([O:5][CH2:6][C:7]1[CH:12]=[CH:11][C:10]([CH2:13][C:14]2[CH:19]=[C:18]([C:20]3[C:21]([NH2:26])=[N:22][CH:23]=[CH:24][CH:25]=3)[O:16][N:15]=2)=[CH:9][CH:8]=1)[CH2:2][CH2:3][CH3:4]. The yield is 0.0500. (7) The reactants are [Cl:1][C:2]1[C:7]2[O:8][CH2:9][O:10][C:6]=2[CH:5]=[C:4]([CH2:11][C@H:12]([NH:20][C:21](=[O:27])[O:22][C:23]([CH3:26])([CH3:25])[CH3:24])[C@H:13]([OH:19])[C:14]2[S:15][CH:16]=[CH:17][N:18]=2)[CH:3]=1.N1C(C)=CC=CC=1C.O([Si:44]([C:47]([CH3:50])([CH3:49])[CH3:48])([CH3:46])[CH3:45])S(C(F)(F)F)(=O)=O.CCN(C(C)C)C(C)C.C(OC(OC(OC(C)(C)C)=O)=O)(C)(C)C.C1COCC1. The catalyst is C(Cl)Cl. The product is [Si:44]([O:19][C@H:13]([C:14]1[S:15][CH:16]=[CH:17][N:18]=1)[C@@H:12]([NH:20][C:21](=[O:27])[O:22][C:23]([CH3:24])([CH3:26])[CH3:25])[CH2:11][C:4]1[CH:3]=[C:2]([Cl:1])[C:7]2[O:8][CH2:9][O:10][C:6]=2[CH:5]=1)([C:47]([CH3:50])([CH3:49])[CH3:48])([CH3:46])[CH3:45]. The yield is 0.450.